From a dataset of Full USPTO retrosynthesis dataset with 1.9M reactions from patents (1976-2016). Predict the reactants needed to synthesize the given product. (1) Given the product [F:12][C:8]1[CH:7]=[C:3]2[C:2](=[CH:10][C:9]=1[F:11])[N:1]=[CH:14][NH:13][C:4]2=[O:5], predict the reactants needed to synthesize it. The reactants are: [NH2:1][C:2]1[CH:10]=[C:9]([F:11])[C:8]([F:12])=[CH:7][C:3]=1[C:4](O)=[O:5].[NH:13]1CCCC[CH2:14]1.N1C=NC=NC=1. (2) Given the product [CH2:8]([N:7]([CH2:1][CH2:2][CH2:3][CH2:4][CH2:5][CH3:6])[CH2:14][CH:15]([OH:16])[CH2:17][OH:18])[CH2:9][CH2:10][CH2:11][CH2:12][CH3:13], predict the reactants needed to synthesize it. The reactants are: [CH2:1]([NH:7][CH2:8][CH2:9][CH2:10][CH2:11][CH2:12][CH3:13])[CH2:2][CH2:3][CH2:4][CH2:5][CH3:6].[CH2:14]1[O:16][CH:15]1[CH2:17][OH:18]. (3) Given the product [NH2:1][C:4]1[CH:5]=[CH:6][C:7]([C:10]2[NH:11][C:12]3[CH:18]=[C:17]([O:19][CH3:20])[CH:16]=[CH:15][C:13]=3[N:14]=2)=[CH:8][CH:9]=1, predict the reactants needed to synthesize it. The reactants are: [N+:1]([C:4]1[CH:9]=[CH:8][C:7]([C:10]2[NH:11][C:12]3[CH:18]=[C:17]([O:19][CH3:20])[CH:16]=[CH:15][C:13]=3[N:14]=2)=[CH:6][CH:5]=1)([O-])=O.NC1C=CC(OC)=CC=1N.[N+](C1C=CC(C(O)=O)=CC=1)([O-])=O. (4) Given the product [CH3:37][O:36][C:33]1[N:32]=[CH:31][C:30]([C:26]2[CH:25]=[C:24]([C:22]3[CH2:21][C:20](=[O:38])[NH:19][C:9]4[CH:10]=[C:11]([C:15]([F:18])([F:17])[F:16])[C:12]([CH3:14])=[CH:13][C:8]=4[N:7]=3)[CH:29]=[CH:28][CH:27]=2)=[CH:35][CH:34]=1, predict the reactants needed to synthesize it. The reactants are: C(OC(=O)[NH:7][C:8]1[CH:13]=[C:12]([CH3:14])[C:11]([C:15]([F:18])([F:17])[F:16])=[CH:10][C:9]=1[NH:19][C:20](=[O:38])[CH2:21][C:22]([C:24]1[CH:29]=[CH:28][CH:27]=[C:26]([C:30]2[CH:31]=[N:32][C:33]([O:36][CH3:37])=[CH:34][CH:35]=2)[CH:25]=1)=O)(C)(C)C.C(O)(C(F)(F)F)=O. (5) Given the product [NH:12]([C:1](=[O:8])[C:2]([O:4][CH2:5][CH3:6])=[O:3])[NH2:13], predict the reactants needed to synthesize it. The reactants are: [C:1]([O:8]CC)(=O)[C:2]([O:4][CH2:5][CH3:6])=[O:3].O.[NH2:12][NH2:13].